Dataset: Merck oncology drug combination screen with 23,052 pairs across 39 cell lines. Task: Regression. Given two drug SMILES strings and cell line genomic features, predict the synergy score measuring deviation from expected non-interaction effect. (1) Drug 1: Cn1nnc2c(C(N)=O)ncn2c1=O. Drug 2: CC1(c2nc3c(C(N)=O)cccc3[nH]2)CCCN1. Cell line: HT144. Synergy scores: synergy=-1.52. (2) Drug 1: CC(=O)OC1C(=O)C2(C)C(O)CC3OCC3(OC(C)=O)C2C(OC(=O)c2ccccc2)C2(O)CC(OC(=O)C(O)C(NC(=O)c3ccccc3)c3ccccc3)C(C)=C1C2(C)C. Drug 2: N#Cc1ccc(Cn2cncc2CN2CCN(c3cccc(Cl)c3)C(=O)C2)cc1. Cell line: SW620. Synergy scores: synergy=13.4. (3) Drug 1: O=P1(N(CCCl)CCCl)NCCCO1. Drug 2: O=C(O)C1(Cc2cccc(Nc3nccs3)n2)CCC(Oc2cccc(Cl)c2F)CC1. Cell line: HCT116. Synergy scores: synergy=6.35. (4) Drug 1: O=c1[nH]cc(F)c(=O)[nH]1. Drug 2: NC1(c2ccc(-c3nc4ccn5c(=O)[nH]nc5c4cc3-c3ccccc3)cc2)CCC1. Cell line: A2780. Synergy scores: synergy=18.7. (5) Drug 1: CN1C(=O)C=CC2(C)C3CCC4(C)C(NC(=O)OCC(F)(F)F)CCC4C3CCC12. Drug 2: CC(=O)OC1C(=O)C2(C)C(O)CC3OCC3(OC(C)=O)C2C(OC(=O)c2ccccc2)C2(O)CC(OC(=O)C(O)C(NC(=O)c3ccccc3)c3ccccc3)C(C)=C1C2(C)C. Cell line: A2780. Synergy scores: synergy=-3.99.